Dataset: Full USPTO retrosynthesis dataset with 1.9M reactions from patents (1976-2016). Task: Predict the reactants needed to synthesize the given product. (1) Given the product [F:42][C:40]1[CH:39]=[C:20]([CH:21]=[C:16]([N:14]2[CH2:13][CH2:12][N:11]3[CH:22]=[C:8]([C:4]4[CH:3]=[CH:2][CH:7]=[CH:6][N:28]=4)[N:9]=[C:10]3[CH2:15]2)[CH:17]=1)[C:19]#[N:18], predict the reactants needed to synthesize it. The reactants are: Cl[C:2]1[CH:3]=[C:4]([C:8]2[N:9]=[C:10]3[CH2:15][N:14]([C:16]4[CH:17]=[N:18][CH:19]=[CH:20][CH:21]=4)[CH2:13][CH2:12][N:11]3[CH:22]=2)C=[CH:6][CH:7]=1.BrCC(C1C=CC=C[N:28]=1)=O.BrC1C=C([CH:39]=[C:40]([F:42])C=1)C#N. (2) Given the product [Cl:1][C:2]1[CH:3]=[C:4]([N:14]([CH3:23])[CH:15]2[CH2:20][CH2:19][O:18][CH2:17][CH2:16]2)[C:5]([CH2:12][CH3:13])=[C:6]([CH:11]=1)[C:7]([O:9][CH3:10])=[O:8], predict the reactants needed to synthesize it. The reactants are: [Cl:1][C:2]1[CH:3]=[C:4]([NH:14][CH:15]2[CH2:20][CH2:19][O:18][CH2:17][CH2:16]2)[C:5]([CH2:12][CH3:13])=[C:6]([CH:11]=1)[C:7]([O:9][CH3:10])=[O:8].C=O.[C:23](O)(=O)C.C(O[BH-](OC(=O)C)OC(=O)C)(=O)C.[Na+].C([O-])(O)=O.[Na+]. (3) The reactants are: C[Si]([N-][Si](C)(C)C)(C)C.[K+].C1C[O:14]CC1.[CH2:16]([O:19][C:20]1([CH3:49])[CH2:25][CH2:24][N:23]([C:26]2[N:31]3[N:32]=[C:33]([C:35]4[CH:40]=[CH:39][CH:38]=[C:37]([Br:41])[CH:36]=4)[CH:34]=[C:30]3[N:29]=[C:28]([CH3:42])[C:27]=2[CH2:43][C:44]([O:46][CH2:47][CH3:48])=[O:45])[CH2:22][CH2:21]1)[CH:17]=[CH2:18].C1(C2ON2S(C2C=CC=CC=2)(=O)=O)C=CC=CC=1. Given the product [CH2:16]([O:19][C:20]1([CH3:49])[CH2:25][CH2:24][N:23]([C:26]2[N:31]3[N:32]=[C:33]([C:35]4[CH:40]=[CH:39][CH:38]=[C:37]([Br:41])[CH:36]=4)[CH:34]=[C:30]3[N:29]=[C:28]([CH3:42])[C:27]=2[CH:43]([OH:14])[C:44]([O:46][CH2:47][CH3:48])=[O:45])[CH2:22][CH2:21]1)[CH:17]=[CH2:18], predict the reactants needed to synthesize it. (4) Given the product [CH3:15][O:16][C:3]1[N:8]=[C:7]([C:9]2([C:13]#[N:14])[CH2:12][CH2:11][CH2:10]2)[CH:6]=[CH:5][CH:4]=1, predict the reactants needed to synthesize it. The reactants are: [Na].F[C:3]1[N:8]=[C:7]([C:9]2([C:13]#[N:14])[CH2:12][CH2:11][CH2:10]2)[CH:6]=[CH:5][CH:4]=1.[CH3:15][OH:16].